From a dataset of Full USPTO retrosynthesis dataset with 1.9M reactions from patents (1976-2016). Predict the reactants needed to synthesize the given product. Given the product [CH3:37][N:34]1[C:35]([CH3:36])=[C:31]([CH2:30][N:27]2[CH2:26][CH2:25][N:24]([C:19]3[C:18]([C:15]4[CH:16]=[CH:17][C:12]([CH2:11][N:3]5[CH:7]=[CH:6][CH:5]=[N:4]5)=[CH:13][CH:14]=4)=[N:23][CH:22]=[CH:21][N:20]=3)[CH2:29][CH2:28]2)[CH:32]=[N:33]1, predict the reactants needed to synthesize it. The reactants are: [H-].[Na+].[NH:3]1[CH:7]=[CH:6][CH:5]=[N:4]1.Cl.Cl.Cl[CH2:11][C:12]1[CH:17]=[CH:16][C:15]([C:18]2[C:19]([N:24]3[CH2:29][CH2:28][N:27]([CH2:30][C:31]4[CH:32]=[N:33][N:34]([CH3:37])[C:35]=4[CH3:36])[CH2:26][CH2:25]3)=[N:20][CH:21]=[CH:22][N:23]=2)=[CH:14][CH:13]=1.